From a dataset of Catalyst prediction with 721,799 reactions and 888 catalyst types from USPTO. Predict which catalyst facilitates the given reaction. Reactant: [CH3:1][C:2]1[C:3]2[CH:15]=[CH:14][C:13]([NH:16][S:17]([CH3:20])(=[O:19])=[O:18])=[CH:12][C:4]=2[S:5][C:6]=1[C:7]([O:9]CC)=[O:8].O[Li].O. Product: [CH3:1][C:2]1[C:3]2[CH:15]=[CH:14][C:13]([NH:16][S:17]([CH3:20])(=[O:19])=[O:18])=[CH:12][C:4]=2[S:5][C:6]=1[C:7]([OH:9])=[O:8]. The catalyst class is: 20.